This data is from Forward reaction prediction with 1.9M reactions from USPTO patents (1976-2016). The task is: Predict the product of the given reaction. (1) Given the reactants [CH3:1][C:2]1[C:7]([C:8]#[N:9])=[C:6](Cl)[N:5]=[C:4]([CH3:11])[CH:3]=1.O.O.O.[O-:15][C:16]1[CH:21]=[CH:20][CH:19]=[CH:18][CH:17]=1.[Na+], predict the reaction product. The product is: [CH3:1][C:2]1[C:7]([C:8]#[N:9])=[C:6]([O:15][C:16]2[CH:21]=[CH:20][CH:19]=[CH:18][CH:17]=2)[N:5]=[C:4]([CH3:11])[CH:3]=1. (2) Given the reactants [OH:1][CH2:2][C:3]1[N:8]=[C:7]([NH:9][C:10](=[O:16])[O:11][C:12]([CH3:15])([CH3:14])[CH3:13])[CH:6]=[CH:5][CH:4]=1.CCN(C(C)C)C(C)C.[CH3:26][S:27](Cl)(=[O:29])=[O:28], predict the reaction product. The product is: [CH3:26][S:27]([O:1][CH2:2][C:3]1[CH:4]=[CH:5][CH:6]=[C:7]([NH:9][C:10]([O:11][C:12]([CH3:13])([CH3:15])[CH3:14])=[O:16])[N:8]=1)(=[O:29])=[O:28].